This data is from Peptide-MHC class II binding affinity with 134,281 pairs from IEDB. The task is: Regression. Given a peptide amino acid sequence and an MHC pseudo amino acid sequence, predict their binding affinity value. This is MHC class II binding data. (1) The peptide sequence is EKKYFAATQFEQLAA. The MHC is HLA-DQA10401-DQB10402 with pseudo-sequence HLA-DQA10401-DQB10402. The binding affinity (normalized) is 0.437. (2) The peptide sequence is GSLKPNCGNKVVVSY. The MHC is DRB1_0405 with pseudo-sequence DRB1_0405. The binding affinity (normalized) is 0.155. (3) The peptide sequence is FDHEFTFGWDELLSK. The MHC is DRB1_1602 with pseudo-sequence DRB1_1602. The binding affinity (normalized) is 0.588. (4) The peptide sequence is TEAPAAPAEGEKPAE. The MHC is DRB3_0101 with pseudo-sequence DRB3_0101. The binding affinity (normalized) is 0.0779. (5) The peptide sequence is VMDIISRKDQRGSGQVG. The MHC is DRB1_0401 with pseudo-sequence DRB1_0401. The binding affinity (normalized) is 0.200. (6) The peptide sequence is PTFAKAMEKLSVLKV. The MHC is HLA-DQA10102-DQB10602 with pseudo-sequence HLA-DQA10102-DQB10602. The binding affinity (normalized) is 0.203. (7) The peptide sequence is ARVTVKDVTFRNITG. The MHC is HLA-DPA10103-DPB10301 with pseudo-sequence HLA-DPA10103-DPB10301. The binding affinity (normalized) is 0.0676. (8) The peptide sequence is KNPVVDGNPTVDIEEHHHHHH. The MHC is DRB1_0801 with pseudo-sequence DRB1_0801. The binding affinity (normalized) is 0. (9) The peptide sequence is TVLKQLVKSGVLAMS. The MHC is DRB4_0101 with pseudo-sequence DRB4_0103. The binding affinity (normalized) is 0.511.